Dataset: Full USPTO retrosynthesis dataset with 1.9M reactions from patents (1976-2016). Task: Predict the reactants needed to synthesize the given product. (1) Given the product [CH3:15][NH:1][C:2]1[CH:14]=[CH:13][C:5]([C:6]([O:8][C:9]([CH3:10])([CH3:11])[CH3:12])=[O:7])=[CH:4][CH:3]=1, predict the reactants needed to synthesize it. The reactants are: [NH2:1][C:2]1[CH:14]=[CH:13][C:5]([C:6]([O:8][C:9]([CH3:12])([CH3:11])[CH3:10])=[O:7])=[CH:4][CH:3]=1.[CH2:15]=O.C[O-].[Na+].CO.[Na]. (2) Given the product [Cl:1][C:2]1[CH:21]=[CH:20][C:19]([C:22]2[C:23]([C:28]([OH:31])=[O:29])=[N:24][N:25]([CH3:27])[CH:26]=2)=[CH:18][C:3]=1[C:4]([NH:6][CH2:7][C:8]12[CH2:9][CH:10]3[CH2:11][CH:12]([CH2:13][CH:14]([CH2:16]3)[CH2:15]1)[CH2:17]2)=[O:5], predict the reactants needed to synthesize it. The reactants are: [Cl:1][C:2]1[CH:21]=[CH:20][C:19]([C:22]2[C:23]([CH:28]=[O:29])=[N:24][N:25]([CH3:27])[CH:26]=2)=[CH:18][C:3]=1[C:4]([NH:6][CH2:7][C:8]12[CH2:17][CH:12]3[CH2:13][CH:14]([CH2:16][CH:10]([CH2:11]3)[CH2:9]1)[CH2:15]2)=[O:5].S([O-])(O[O-])(=O)=[O:31].[K+].[K+]. (3) Given the product [CH3:21][S:22]([O:1][CH:2]1[CH2:7][CH2:6][N:5]([C:8]([O:10][CH2:11][C:12]2[CH:17]=[CH:16][C:15]([N+:18]([O-:20])=[O:19])=[CH:14][CH:13]=2)=[O:9])[CH2:4][CH2:3]1)(=[O:24])=[O:23], predict the reactants needed to synthesize it. The reactants are: [OH:1][CH:2]1[CH2:7][CH2:6][N:5]([C:8]([O:10][CH2:11][C:12]2[CH:17]=[CH:16][C:15]([N+:18]([O-:20])=[O:19])=[CH:14][CH:13]=2)=[O:9])[CH2:4][CH2:3]1.[CH3:21][S:22](Cl)(=[O:24])=[O:23].C(N(CC)CC)C. (4) Given the product [Cl:32][C:30]1[CH:31]=[C:23]([NH:22][C:8]([C:7]2[CH:6]([C:11]3[CH:20]=[CH:19][C:18]4[C:13](=[CH:14][CH:15]=[CH:16][CH:17]=4)[CH:12]=3)[CH2:5][C:4](=[O:21])[NH:3][C:2]=2[CH3:1])=[O:10])[CH:24]=[C:25]2[C:29]=1[NH:28][N:27]=[CH:26]2, predict the reactants needed to synthesize it. The reactants are: [CH3:1][C:2]1[NH:3][C:4](=[O:21])[CH2:5][CH:6]([C:11]2[CH:20]=[CH:19][C:18]3[C:13](=[CH:14][CH:15]=[CH:16][CH:17]=3)[CH:12]=2)[C:7]=1[C:8]([OH:10])=O.[NH2:22][C:23]1[CH:24]=[C:25]2[C:29](=[C:30]([Cl:32])[CH:31]=1)[NH:28][N:27]=[CH:26]2.C(Cl)CCl.CCN(CC)CC. (5) Given the product [CH3:37][N:2]([CH3:1])[CH2:3][CH2:4][N:5]1[C:13](=[O:14])[C:12]2[CH:11]=[C:10]3[NH:15][C:16]([C:18]4[C:19](=[O:34])[NH:20][CH:21]=[CH:22][C:23]=4[O:24][CH:25]([CH3:33])[CH2:26][C:27]4[CH:32]=[CH:31][CH:30]=[CH:29][CH:28]=4)=[N:17][C:9]3=[CH:8][C:7]=2[C:6]1=[O:36], predict the reactants needed to synthesize it. The reactants are: [CH3:1][N:2]([CH3:37])[CH2:3][CH2:4][N:5]1[C:13](=[O:14])[C:12]2[CH:11]=[C:10]3[NH:15][C:16]([C:18]4[C:19]([O:34]C)=[N:20][CH:21]=[CH:22][C:23]=4[O:24][CH:25]([CH3:33])[CH2:26][C:27]4[CH:32]=[CH:31][CH:30]=[CH:29][CH:28]=4)=[N:17][C:9]3=[CH:8][C:7]=2[C:6]1=[O:36].Cl. (6) Given the product [O:16]=[C:12]1[NH:11][C:10]2[C:17]3[C:22]([CH:23]=[CH:24][C:9]=2[N:8]([C:4]2[CH:3]=[C:2]([NH:1][S:35]([C:26]4[CH:27]=[CH:28][C:29]5[C:34](=[CH:33][CH:32]=[CH:31][CH:30]=5)[CH:25]=4)(=[O:37])=[O:36])[CH:7]=[CH:6][CH:5]=2)[C:14](=[O:15])[CH2:13]1)=[CH:21][CH:20]=[CH:19][CH:18]=3, predict the reactants needed to synthesize it. The reactants are: [NH2:1][C:2]1[CH:3]=[C:4]([N:8]2[C:14](=[O:15])[CH2:13][C:12](=[O:16])[NH:11][C:10]3[C:17]4[C:22]([CH:23]=[CH:24][C:9]2=3)=[CH:21][CH:20]=[CH:19][CH:18]=4)[CH:5]=[CH:6][CH:7]=1.[CH:25]1[C:34]2[C:29](=[CH:30][CH:31]=[CH:32][CH:33]=2)[CH:28]=[CH:27][C:26]=1[S:35](Cl)(=[O:37])=[O:36].